This data is from Peptide-MHC class II binding affinity with 134,281 pairs from IEDB. The task is: Regression. Given a peptide amino acid sequence and an MHC pseudo amino acid sequence, predict their binding affinity value. This is MHC class II binding data. (1) The peptide sequence is AVGHDWYLDPPFLCR. The MHC is DRB1_0101 with pseudo-sequence DRB1_0101. The binding affinity (normalized) is 0.746. (2) The peptide sequence is SSSSSLLAMAVLAAL. The MHC is DRB1_1602 with pseudo-sequence DRB1_1602. The binding affinity (normalized) is 0.510. (3) The binding affinity (normalized) is 0.249. The MHC is H-2-IAb with pseudo-sequence H-2-IAb. The peptide sequence is TVYCKNILALSMTKK. (4) The peptide sequence is AQIYQAVSAQAAAIH. The MHC is DRB1_1201 with pseudo-sequence DRB1_1201. The binding affinity (normalized) is 0.421. (5) The peptide sequence is RIIAGTLEVHAVKPA. The MHC is DRB1_1101 with pseudo-sequence DRB1_1101. The binding affinity (normalized) is 0.174. (6) The peptide sequence is LGTFDTVQIIKLLPF. The MHC is DRB1_0405 with pseudo-sequence DRB1_0405. The binding affinity (normalized) is 0.185. (7) The peptide sequence is YQGVQQKWDATATEL. The MHC is DRB1_0301 with pseudo-sequence DRB1_0301. The binding affinity (normalized) is 0.343. (8) The peptide sequence is LENDNQLLYNYPGAL. The MHC is HLA-DPA10201-DPB10501 with pseudo-sequence HLA-DPA10201-DPB10501. The binding affinity (normalized) is 0.277. (9) The MHC is HLA-DQA10501-DQB10302 with pseudo-sequence HLA-DQA10501-DQB10302. The peptide sequence is EAMDTISVFLHSEEG. The binding affinity (normalized) is 0.536.